Dataset: Forward reaction prediction with 1.9M reactions from USPTO patents (1976-2016). Task: Predict the product of the given reaction. (1) Given the reactants [C:1]([C:3]1[CH:8]=[CH:7][CH:6]=[CH:5][C:4]=1[NH:9][C:10]1[N:29]=[C:13]2[CH:14]=[CH:15][C:16]([C:18]3[CH:19]=[C:20]([CH:26]=[CH:27][CH:28]=3)[C:21](OCC)=[O:22])=[CH:17][N:12]2[N:11]=1)#[N:2].C(=O)([O-])[O-].[K+].[K+].[CH2:36]([NH2:38])[CH3:37].CN(C(ON1N=NC2C=CC=CC1=2)=[N+](C)C)C.[B-](F)(F)(F)F, predict the reaction product. The product is: [C:1]([C:3]1[CH:8]=[CH:7][CH:6]=[CH:5][C:4]=1[NH:9][C:10]1[N:29]=[C:13]2[CH:14]=[CH:15][C:16]([C:18]3[CH:19]=[C:20]([CH:26]=[CH:27][CH:28]=3)[C:21]([NH:38][CH2:36][CH3:37])=[O:22])=[CH:17][N:12]2[N:11]=1)#[N:2]. (2) Given the reactants C([O:3][C:4](=O)[CH:5]([N:9]1[CH2:14][CH2:13][CH2:12][CH2:11][CH2:10]1)[CH2:6][C:7]#[N:8])C.N#N, predict the reaction product. The product is: [N:9]1([CH:5]2[CH2:6][CH2:7][NH:8][C:4]2=[O:3])[CH2:14][CH2:13][CH2:12][CH2:11][CH2:10]1. (3) The product is: [ClH:53].[ClH:68].[CH2:1]1[O:9][C:8]2[CH:7]=[CH:6][C:5]([N:10]([CH:11]3[CH2:16][CH2:15][N:14]([CH2:17][C:18]4[CH:23]=[CH:22][N:21]=[C:20]([C:24]5[CH:25]=[C:26]([O:34][CH3:35])[C:27]([O:32][CH3:33])=[C:28]([O:30][CH3:31])[CH:29]=5)[CH:19]=4)[CH2:13][CH2:12]3)[CH2:52][C:51]3[CH:54]=[CH:55][C:48]([C:40]4[CH:41]=[C:42]([O:46][CH3:47])[C:43]([O:44][CH3:45])=[C:38]([O:37][CH3:36])[CH:39]=4)=[CH:49][CH:50]=3)=[CH:4][C:3]=2[O:2]1. Given the reactants [CH2:1]1[O:9][C:8]2[CH:7]=[CH:6][C:5]([NH:10][CH:11]3[CH2:16][CH2:15][N:14]([CH2:17][C:18]4[CH:23]=[CH:22][N:21]=[C:20]([C:24]5[CH:29]=[C:28]([O:30][CH3:31])[C:27]([O:32][CH3:33])=[C:26]([O:34][CH3:35])[CH:25]=5)[CH:19]=4)[CH2:13][CH2:12]3)=[CH:4][C:3]=2[O:2]1.[CH3:36][O:37][C:38]1[CH:39]=[C:40]([C:48]2[CH:55]=[CH:54][C:51]([CH2:52][Cl:53])=[CH:50][CH:49]=2)[CH:41]=[C:42]([O:46][CH3:47])[C:43]=1[O:44][CH3:45].C1(N)C(F)=C(F)C(F)=C(N)C=1F.[ClH:68].Cl, predict the reaction product. (4) Given the reactants [CH3:1][C:2]1[S:3][C:4](C(O)=O)=[C:5]([C:7]2[CH:12]=[CH:11][CH:10]=[CH:9][C:8]=2[CH3:13])[N:6]=1.C1(P(N=[N+]=[N-])(C2C=CC=CC=2)=[O:24])C=CC=CC=1.C([N:36]([CH2:39]C)CC)C.[C:41]([OH:45])([CH3:44])([CH3:43])[CH3:42], predict the reaction product. The product is: [C:41]([O:45][C:39](=[O:24])[NH:36][C:4]1[S:3][C:2]([CH3:1])=[N:6][C:5]=1[C:7]1[CH:12]=[CH:11][CH:10]=[CH:9][C:8]=1[CH3:13])([CH3:44])([CH3:43])[CH3:42].